This data is from Human liver microsome stability data. The task is: Regression/Classification. Given a drug SMILES string, predict its absorption, distribution, metabolism, or excretion properties. Task type varies by dataset: regression for continuous measurements (e.g., permeability, clearance, half-life) or binary classification for categorical outcomes (e.g., BBB penetration, CYP inhibition). Dataset: hlm. (1) The drug is CCN(Cc1cccc(OCc2noc(-c3ccccc3F)n2)c1)C1CCN(C2CC(C)C(C)C2)C1. The result is 1 (stable in human liver microsomes). (2) The drug is C[C@@H](CSc1nonc1C(=NO)Nc1ccc(F)c(Br)c1)NC(=O)CS(N)(=O)=O. The result is 0 (unstable in human liver microsomes). (3) The molecule is O=C(Nc1ccncc1)c1cc(C(=O)Nc2ccncc2)cc([N+](=O)[O-])c1. The result is 0 (unstable in human liver microsomes). (4) The molecule is CN(Cc1ccc(-c2ccccc2)cc1)C1CN(C#N)C1. The result is 1 (stable in human liver microsomes). (5) The molecule is CC(CNCC12CC3CC(CC(C3)C1)C2)Nc1ccnc2cc(Cl)ccc12. The result is 1 (stable in human liver microsomes).